This data is from Peptide-MHC class I binding affinity with 185,985 pairs from IEDB/IMGT. The task is: Regression. Given a peptide amino acid sequence and an MHC pseudo amino acid sequence, predict their binding affinity value. This is MHC class I binding data. (1) The peptide sequence is TEIASLPTY. The MHC is HLA-B44:03 with pseudo-sequence HLA-B44:03. The binding affinity (normalized) is 0.730. (2) The peptide sequence is QAKWRLQTL. The MHC is HLA-B39:01 with pseudo-sequence HLA-B39:01. The binding affinity (normalized) is 0.213.